From a dataset of Full USPTO retrosynthesis dataset with 1.9M reactions from patents (1976-2016). Predict the reactants needed to synthesize the given product. (1) Given the product [C:27]([C:30]1[O:13][N:12]=[C:10]([C:7]2[CH:6]=[C:5]([O:14][CH2:15][C:16]([F:19])([F:17])[F:18])[C:4]([CH:1]3[CH2:3][CH2:2]3)=[CH:9][N:8]=2)[N:11]=1)([CH3:29])([CH3:28])[CH3:26], predict the reactants needed to synthesize it. The reactants are: [CH:1]1([C:4]2[C:5]([O:14][CH2:15][C:16]([F:19])([F:18])[F:17])=[CH:6][C:7]([C:10](=[N:12][OH:13])[NH2:11])=[N:8][CH:9]=2)[CH2:3][CH2:2]1.C([O-])([O-])=O.[K+].[K+].[C:26](Cl)(=O)[C:27]([CH3:30])([CH3:29])[CH3:28]. (2) The reactants are: [C:9](O[C:9]([O:11][C:12]([CH3:15])([CH3:14])[CH3:13])=[O:10])([O:11][C:12]([CH3:15])([CH3:14])[CH3:13])=[O:10].[NH:16]1[CH2:22][CH2:21][C:20](=[O:23])[NH:19][CH2:18][CH2:17]1. Given the product [C:12]([O:11][C:9]([N:16]1[CH2:22][CH2:21][C:20](=[O:23])[NH:19][CH2:18][CH2:17]1)=[O:10])([CH3:13])([CH3:14])[CH3:15], predict the reactants needed to synthesize it. (3) Given the product [F:12][C:11]([F:14])([F:13])[CH2:10][CH2:9][CH:8]([NH:15][C:16]1[CH:34]=[CH:33][C:19]([C:20]([N:22]2[CH2:27][CH2:26][CH2:25][C@@H:24]([C:28]([O:30][CH2:31][CH3:32])=[O:29])[CH2:23]2)=[O:21])=[CH:18][CH:17]=1)[C:5]1[CH:6]=[CH:7][C:2]([C:43]2[CH:44]=[CH:45][C:40]([O:39][CH3:38])=[CH:41][CH:42]=2)=[CH:3][C:4]=1[CH3:35], predict the reactants needed to synthesize it. The reactants are: Br[C:2]1[CH:7]=[CH:6][C:5]([CH:8]([NH:15][C:16]2[CH:34]=[CH:33][C:19]([C:20]([N:22]3[CH2:27][CH2:26][CH2:25][C@@H:24]([C:28]([O:30][CH2:31][CH3:32])=[O:29])[CH2:23]3)=[O:21])=[CH:18][CH:17]=2)[CH2:9][CH2:10][C:11]([F:14])([F:13])[F:12])=[C:4]([CH3:35])[CH:3]=1.[F-].[K+].[CH3:38][O:39][C:40]1[CH:45]=[CH:44][C:43](B(O)O)=[CH:42][CH:41]=1.C(P(C(C)(C)C)C1C=CC=CC=1C1C=CC=CC=1)(C)(C)C. (4) Given the product [C:1]1([N:7]2[C:11]3[CH:12]=[CH:13][CH:14]=[CH:15][C:10]=3[N:9]=[C:8]2[C@@H:16]([NH:18][C:20]2[N:28]=[C:27]([NH2:29])[N:26]=[C:25]3[C:21]=2[N:22]=[CH:23][NH:24]3)[CH3:17])[CH:2]=[CH:3][CH:4]=[CH:5][CH:6]=1, predict the reactants needed to synthesize it. The reactants are: [C:1]1([N:7]2[C:11]3[CH:12]=[CH:13][CH:14]=[CH:15][C:10]=3[N:9]=[C:8]2[C@@H:16]([NH2:18])[CH3:17])[CH:6]=[CH:5][CH:4]=[CH:3][CH:2]=1.Cl[C:20]1[N:28]=[C:27]([NH2:29])[N:26]=[C:25]2[C:21]=1[N:22]=[CH:23][NH:24]2.C(N(C(C)C)C(C)C)C. (5) Given the product [O:18]1[C:14]2([CH2:19][CH2:20][CH:11]([CH2:10][O:9][CH2:6][C:7]#[C:8][Si:22]([CH2:27][CH3:28])([CH2:25][CH3:26])[CH2:23][CH3:24])[CH2:12][CH2:13]2)[O:15][CH2:16][CH2:17]1, predict the reactants needed to synthesize it. The reactants are: C([Li])CCC.[CH2:6]([O:9][CH2:10][CH:11]1[CH2:20][CH2:19][C:14]2([O:18][CH2:17][CH2:16][O:15]2)[CH2:13][CH2:12]1)[C:7]#[CH:8].Cl[Si:22]([CH2:27][CH3:28])([CH2:25][CH3:26])[CH2:23][CH3:24].[Cl-].[NH4+]. (6) The reactants are: [CH2:1]([C:3]1[CH:4]=[C:5]2[C:10](=[CH:11][CH:12]=1)[N:9]([CH3:13])[CH2:8][CH2:7][C:6]2=[N:14]O)[CH3:2].C(O)C. Given the product [CH2:1]([C:3]1[CH:4]=[C:5]2[C:10](=[CH:11][CH:12]=1)[N:9]([CH3:13])[CH2:8][CH2:7][CH:6]2[NH2:14])[CH3:2], predict the reactants needed to synthesize it.